From a dataset of Retrosynthesis with 50K atom-mapped reactions and 10 reaction types from USPTO. Predict the reactants needed to synthesize the given product. (1) The reactants are: Cc1cc(C)c(CN)c(O)n1.Cc1ccccc1-n1cc(C(=O)O)c2ccccc21. Given the product Cc1cc(C)c(CNC(=O)c2cn(-c3ccccc3C)c3ccccc23)c(O)n1, predict the reactants needed to synthesize it. (2) Given the product NC1CCC(Nc2nccn3c(-c4cccc(NCc5ccsc5)n4)cnc23)CC1, predict the reactants needed to synthesize it. The reactants are: CC(C)(C)OC(=O)NC1CCC(Nc2nccn3c(-c4cccc(NCc5ccsc5)n4)cnc23)CC1. (3) Given the product COC(=O)C(C)Oc1ccc(Oc2cc(-n3nc(C)n(C(F)F)c3=O)c(Cl)cc2Cl)c(Cl)c1, predict the reactants needed to synthesize it. The reactants are: COC(=O)C(C)Br.Cc1nn(-c2cc(Oc3ccc(O)cc3Cl)c(Cl)cc2Cl)c(=O)n1C(F)F. (4) The reactants are: CC(=O)C(C(=O)OCc1ccccc1)C1CC1.NCCc1ccccc1. Given the product CC(=O)C(C(=O)NCCc1ccccc1)C1CC1, predict the reactants needed to synthesize it. (5) Given the product CC(Br)c1ncnc(NCCc2ccc(OC(F)(F)F)cc2)c1I, predict the reactants needed to synthesize it. The reactants are: CC(Br)c1ncnc(Cl)c1I.NCCc1ccc(OC(F)(F)F)cc1. (6) The reactants are: NCc1ccccc1.O=C(O)c1cnccc1Cl. Given the product O=C(O)c1cnccc1NCc1ccccc1, predict the reactants needed to synthesize it. (7) Given the product Nc1cc(Cl)c(F)c(F)c1N, predict the reactants needed to synthesize it. The reactants are: Nc1c([N+](=O)[O-])cc(Cl)c(F)c1F. (8) The reactants are: O[C@@H](CCCl)c1ccccc1.Oc1cccc2ccccc12. Given the product O[C@@H](CCOc1cccc2ccccc12)c1ccccc1, predict the reactants needed to synthesize it.